This data is from CYP2C19 inhibition data for predicting drug metabolism from PubChem BioAssay. The task is: Regression/Classification. Given a drug SMILES string, predict its absorption, distribution, metabolism, or excretion properties. Task type varies by dataset: regression for continuous measurements (e.g., permeability, clearance, half-life) or binary classification for categorical outcomes (e.g., BBB penetration, CYP inhibition). Dataset: cyp2c19_veith. (1) The result is 1 (inhibitor). The drug is CC(C)(C)c1ccc(S(=O)(=O)N2CC3CC(C2)c2cccc(=O)n2C3)cc1. (2) The drug is CCCN(C(=S)Nc1ccccc1)C1CCS(=O)(=O)C1. The result is 0 (non-inhibitor). (3) The drug is CCCCCCCCSc1nnc(CSc2nc3nc(C)cc(C)n3n2)o1. The result is 1 (inhibitor).